The task is: Predict the reactants needed to synthesize the given product.. This data is from Full USPTO retrosynthesis dataset with 1.9M reactions from patents (1976-2016). Given the product [CH3:27][C:22]1([CH3:1])[C:23]2[CH2:24][CH2:25][C@H:17]([C@@:16]3([CH3:37])[CH2:15][CH2:14][C@H:13]([OH:38])[CH2:12][C@@H:11]3[CH2:10][OH:9])[C@@H:18]([CH2:28][NH:29][CH:30]3[CH2:31][CH2:32][N:33]([CH3:36])[CH2:34][CH2:35]3)[C:19]=2[CH2:20][CH2:21]1, predict the reactants needed to synthesize it. The reactants are: [C:1](O)(=O)C.C(O)(=O)C.[OH:9][CH2:10][C@@H:11]1[C@@:16]([CH3:37])([C@H:17]2[CH2:25][CH2:24][C@@:23]3(C)[C@@H:19]([CH2:20][CH2:21][C:22]3=[CH2:27])[C@@H:18]2[CH2:28][NH:29][CH:30]2[CH2:35][CH2:34][N:33]([CH3:36])[CH2:32][CH2:31]2)[CH2:15][CH2:14][C@H:13]([OH:38])[CH2:12]1.[OH-].[Na+].